From a dataset of Catalyst prediction with 721,799 reactions and 888 catalyst types from USPTO. Predict which catalyst facilitates the given reaction. Reactant: Br[CH:2]1[CH2:6][CH2:5][N:4]([CH2:7][C:8]2[CH:13]=[CH:12][C:11]([CH3:14])=[CH:10][CH:9]=2)[C:3]1=[O:15].Cl.[CH2:17]([O:24][C:25]1[CH:30]=[CH:29][C:28]([C@H:31]2[CH2:36][CH2:35][NH:34][CH2:33][C@@H:32]2[OH:37])=[CH:27][CH:26]=1)[C:18]1[CH:23]=[CH:22][CH:21]=[CH:20][CH:19]=1.C(N(CC)CC)C. Product: [CH2:17]([O:24][C:25]1[CH:30]=[CH:29][C:28]([C@H:31]2[CH2:36][CH2:35][N:34]([CH:2]3[CH2:6][CH2:5][N:4]([CH2:7][C:8]4[CH:13]=[CH:12][C:11]([CH3:14])=[CH:10][CH:9]=4)[C:3]3=[O:15])[CH2:33][C@@H:32]2[OH:37])=[CH:27][CH:26]=1)[C:18]1[CH:19]=[CH:20][CH:21]=[CH:22][CH:23]=1. The catalyst class is: 6.